Dataset: Reaction yield outcomes from USPTO patents with 853,638 reactions. Task: Predict the reaction yield, written as a fraction of the theoretical maximum amount of product (1.0 means a 100% yield; for example, 0.34 means a 34% yield). (1) The reactants are [CH2:1]([O:8][CH2:9][C:10](=[N:12][S:13]([C:15]([CH3:18])([CH3:17])[CH3:16])=[O:14])[CH3:11])[C:2]1[CH:7]=[CH:6][CH:5]=[CH:4][CH:3]=1.[F-].[Cs+].C[Si]([C:25]#[N:26])(C)C.[O-][Mn](=O)(=O)=O.[K+]. The catalyst is C1COCC1.C(OCC)(=O)C. The product is [CH2:1]([O:8][CH2:9][C:10]([NH:12][S:13]([C:15]([CH3:18])([CH3:17])[CH3:16])=[O:14])([C:25]#[N:26])[CH3:11])[C:2]1[CH:7]=[CH:6][CH:5]=[CH:4][CH:3]=1. The yield is 0.890. (2) The reactants are Br[C:2]1[CH:3]=[CH:4][C:5]([C:8]([O:10][CH3:11])=[O:9])=[N:6][CH:7]=1.[Cu][C:13]#[N:14]. The catalyst is CN1CCCC1=O. The product is [C:13]([C:2]1[CH:3]=[CH:4][C:5]([C:8]([O:10][CH3:11])=[O:9])=[N:6][CH:7]=1)#[N:14]. The yield is 0.190. (3) The reactants are S(=O)(=O)(O)O.[CH:6](=O)[CH3:7].[CH3:9][C:10]1[CH:16]=[C:15]([N+:17]([O-:19])=[O:18])[CH:14]=[CH:13][C:11]=1[NH2:12].[BH4-].[Na+].C(=O)([O-])[O-].[Na+].[Na+].[CH2:28]1COC[CH2:29]1. The catalyst is O. The product is [CH2:28]([N:12]([CH2:6][CH3:7])[C:11]1[CH:13]=[CH:14][C:15]([N+:17]([O-:19])=[O:18])=[CH:16][C:10]=1[CH3:9])[CH3:29]. The yield is 0.500. (4) The reactants are Br[CH2:2][CH2:3][CH3:4].[Br:5][C:6]1[CH:7]=[C:8]2[C:12](=[CH:13][CH:14]=1)[NH:11][CH:10]=[CH:9]2.C(=O)([O-])[O-].[Cs+].[Cs+]. The catalyst is CN(C=O)C. The product is [Br:5][C:6]1[CH:7]=[C:8]2[C:12](=[CH:13][CH:14]=1)[N:11]([CH2:2][CH2:3][CH3:4])[CH:10]=[CH:9]2. The yield is 0.740. (5) The reactants are [CH3:1][N:2]1[CH:11]=[C:10]2[C:4]([C:5](=[O:14])[CH2:6][CH2:7][NH:8][S:9]2(=[O:13])=[O:12])=[CH:3]1.Cl[CH2:16][CH2:17][CH2:18][N:19]1[CH2:24][CH2:23][N:22]([C:25]2[CH:30]=[CH:29][C:28]([F:31])=[CH:27][CH:26]=2)[CH2:21][CH2:20]1.C(=O)([O-])[O-].[K+].[K+]. The catalyst is CC(=O)CC. The yield is 0.580. The product is [F:31][C:28]1[CH:27]=[CH:26][C:25]([N:22]2[CH2:21][CH2:20][N:19]([CH2:18][CH2:17][CH2:16][N:8]3[CH2:7][CH2:6][C:5](=[O:14])[C:4]4=[CH:3][N:2]([CH3:1])[CH:11]=[C:10]4[S:9]3(=[O:13])=[O:12])[CH2:24][CH2:23]2)=[CH:30][CH:29]=1. (6) The catalyst is C(O)(C)C.C(#N)C.[BH4-].[Zn+2].[BH4-]. The product is [CH:2]1([CH2:5][C:6]([F:15])([F:14])[CH2:7][C@H:8]([NH:13][C@@H:18]([C:20]2[CH:25]=[CH:24][CH:23]=[CH:22][CH:21]=2)[C:17]([F:26])([F:16])[F:27])[C:9]([OH:11])=[O:10])[CH2:4][CH2:3]1. The reactants are Cl.[CH:2]1([CH2:5][C:6]([F:15])([F:14])[CH2:7][C@H:8]([NH2:13])[C:9]([O:11]C)=[O:10])[CH2:4][CH2:3]1.[F:16][C:17]([F:27])([F:26])[C:18]([C:20]1[CH:25]=[CH:24][CH:23]=[CH:22][CH:21]=1)=O.C(=O)([O-])[O-].[K+].[K+].CO. The yield is 0.713. (7) The reactants are [CH2:1]([O:3][C:4]([C:7]1[CH:11]=[C:10]([NH:12][C:13](=[O:21])OC2C=CC=CC=2)[N:9]([C:22]2[CH:27]=[CH:26][CH:25]=[CH:24][CH:23]=2)[N:8]=1)([CH3:6])[CH3:5])[CH3:2].[CH3:28][O:29][C:30]1[CH:31]=[C:32]2[C:37](=[CH:38][C:39]=1[O:40][CH2:41][CH2:42][O:43][CH3:44])[N:36]=[CH:35][N:34]=[C:33]2[S:45][C:46]1[CH:47]=[C:48]([CH:50]=[CH:51][CH:52]=1)[NH2:49].C(N(CC)C(C)C)(C)C. The catalyst is C1COCC1. The product is [CH2:1]([O:3][C:4]([C:7]1[CH:11]=[C:10]([NH:12][C:13]([NH:49][C:48]2[CH:50]=[CH:51][CH:52]=[C:46]([S:45][C:33]3[C:32]4[C:37](=[CH:38][C:39]([O:40][CH2:41][CH2:42][O:43][CH3:44])=[C:30]([O:29][CH3:28])[CH:31]=4)[N:36]=[CH:35][N:34]=3)[CH:47]=2)=[O:21])[N:9]([C:22]2[CH:23]=[CH:24][CH:25]=[CH:26][CH:27]=2)[N:8]=1)([CH3:5])[CH3:6])[CH3:2]. The yield is 0.540.